From a dataset of Reaction yield outcomes from USPTO patents with 853,638 reactions. Predict the reaction yield, written as a fraction of the theoretical maximum amount of product (1.0 means a 100% yield; for example, 0.34 means a 34% yield). (1) The reactants are [F:1][C:2]([F:17])([F:16])[C:3]1[CH:4]=[C:5]([C:9]2[N:14]=[CH:13][C:12]([NH2:15])=[CH:11][N:10]=2)[CH:6]=[CH:7][CH:8]=1.[N+:18]([C:21]1[CH:29]=[CH:28][C:27]([N:30]2[CH2:35][CH2:34][CH2:33][CH2:32][CH2:31]2)=[CH:26][C:22]=1[C:23](O)=[O:24])([O-:20])=[O:19].CCN=C=NCCCN(C)C.Cl. The catalyst is ClCCl.CN(C)C1C=CN=CC=1.O. The product is [N+:18]([C:21]1[CH:29]=[CH:28][C:27]([N:30]2[CH2:35][CH2:34][CH2:33][CH2:32][CH2:31]2)=[CH:26][C:22]=1[C:23]([NH:15][C:12]1[CH:13]=[N:14][C:9]([C:5]2[CH:6]=[CH:7][CH:8]=[C:3]([C:2]([F:1])([F:16])[F:17])[CH:4]=2)=[N:10][CH:11]=1)=[O:24])([O-:20])=[O:19]. The yield is 0.270. (2) The reactants are C[O:2][C:3]1[CH:4]=[N:5][CH:6]=[C:7]([CH:10]=1)[C:8]#[N:9].Cl.N1C=CC=CC=1.O.C(=O)(O)[O-].[Na+]. The catalyst is C(OCC)C. The product is [OH:2][C:3]1[CH:4]=[N:5][CH:6]=[C:7]([CH:10]=1)[C:8]#[N:9]. The yield is 0.950. (3) The reactants are CC1(C)[O:6][C:5](=[CH:7][C:8]([N:10]([CH2:12][C:13]2[CH:18]=[CH:17][C:16]([F:19])=[CH:15][C:14]=2[S:20]([CH3:22])=[O:21])[CH3:11])=[O:9])[C:4](=[O:23])O1.[CH2:25]=O.[NH2:27][CH2:28][CH2:29][CH2:30][C:31]([OH:33])=[O:32]. No catalyst specified. The product is [F:19][C:16]1[CH:17]=[CH:18][C:13]([CH2:12][N:10]([CH3:11])[C:8]([C:7]2[CH2:25][N:27]([CH2:28][CH2:29][CH2:30][C:31]([OH:33])=[O:32])[C:4](=[O:23])[C:5]=2[OH:6])=[O:9])=[C:14]([S:20]([CH3:22])=[O:21])[CH:15]=1. The yield is 0.180.